Task: Regression. Given two drug SMILES strings and cell line genomic features, predict the synergy score measuring deviation from expected non-interaction effect.. Dataset: NCI-60 drug combinations with 297,098 pairs across 59 cell lines (1) Drug 1: C1=CC(=CC=C1C#N)C(C2=CC=C(C=C2)C#N)N3C=NC=N3. Drug 2: COC1=C2C(=CC3=C1OC=C3)C=CC(=O)O2. Cell line: NCI-H460. Synergy scores: CSS=-1.77, Synergy_ZIP=5.36, Synergy_Bliss=-3.62, Synergy_Loewe=-1.47, Synergy_HSA=-5.19. (2) Drug 1: C1C(C(OC1N2C=C(C(=O)NC2=O)F)CO)O. Drug 2: CC=C1C(=O)NC(C(=O)OC2CC(=O)NC(C(=O)NC(CSSCCC=C2)C(=O)N1)C(C)C)C(C)C. Cell line: CCRF-CEM. Synergy scores: CSS=65.8, Synergy_ZIP=2.91, Synergy_Bliss=4.62, Synergy_Loewe=-7.97, Synergy_HSA=1.52. (3) Drug 1: C1=CC(=CC=C1CC(C(=O)O)N)N(CCCl)CCCl.Cl. Drug 2: CCCCC(=O)OCC(=O)C1(CC(C2=C(C1)C(=C3C(=C2O)C(=O)C4=C(C3=O)C=CC=C4OC)O)OC5CC(C(C(O5)C)O)NC(=O)C(F)(F)F)O. Cell line: NCI-H522. Synergy scores: CSS=11.5, Synergy_ZIP=-1.95, Synergy_Bliss=-0.229, Synergy_Loewe=-1.53, Synergy_HSA=-0.515.